From a dataset of Full USPTO retrosynthesis dataset with 1.9M reactions from patents (1976-2016). Predict the reactants needed to synthesize the given product. (1) Given the product [N+:41](=[C:11]1[C:10]([C:14]2[CH:19]=[CH:18][CH:17]=[CH:16][C:15]=2[F:20])=[N:9][N:8]([C:3]2[CH:4]=[CH:5][CH:6]=[CH:7][C:2]=2[F:1])[C:12]1=[O:13])=[N-:42], predict the reactants needed to synthesize it. The reactants are: [F:1][C:2]1[CH:7]=[CH:6][CH:5]=[CH:4][C:3]=1[N:8]1[C:12](=[O:13])[CH2:11][C:10]([C:14]2[CH:19]=[CH:18][CH:17]=[CH:16][C:15]=2[F:20])=[N:9]1.C(N(CC)CC)C.C(NC1C=CC(S([N:41]=[N+:42]=[N-])(=O)=O)=CC=1)(=O)C.C(=O)([O-])[O-].[Na+].[Na+].[OH-].[Na+]. (2) Given the product [F:11][C:12]1[CH:13]=[C:14]([CH2:20][CH2:21][CH:22]2[NH:9][CH2:8][CH2:7][N:5]3[C:4]([CH3:10])=[N:3][C:2]([I:1])=[C:6]23)[CH:15]=[C:16]([F:19])[C:17]=1[CH3:18], predict the reactants needed to synthesize it. The reactants are: [I:1][C:2]1[N:3]=[C:4]([CH3:10])[N:5]([CH2:7][CH2:8][NH2:9])[CH:6]=1.[F:11][C:12]1[CH:13]=[C:14]([CH2:20][CH2:21][CH:22]=O)[CH:15]=[C:16]([F:19])[C:17]=1[CH3:18]. (3) Given the product [NH2:13][C:10]1[C:9]2[CH:14]=[CH:15][C:6]([C:4]([OH:5])([CH2:16][CH3:17])[CH2:20][CH3:21])=[CH:7][C:8]=2[O:12][N:11]=1, predict the reactants needed to synthesize it. The reactants are: Cl.CO[C:4]([C:6]1[CH:15]=[CH:14][C:9]2[C:10]([NH2:13])=[N:11][O:12][C:8]=2[CH:7]=1)=[O:5].[CH2:16]([Mg]Br)[CH3:17].[CH2:20]1COC[CH2:21]1. (4) Given the product [N:17]1([C:24]2[CH:29]=[CH:28][N:27]=[C:26]([NH:31][C@H:32]3[CH2:36][CH2:35][N:34]([CH:37]4[CH2:22][CH2:21][CH2:20][CH2:19][CH2:18]4)[C@@H:33]3[CH2:44][CH2:45][CH2:7][N:1]3[CH2:2][CH2:3][NH:4][CH2:5][CH2:6]3)[N:25]=2)[CH2:18][CH2:19][CH2:20][CH2:21][CH2:22][CH2:23]1, predict the reactants needed to synthesize it. The reactants are: [N:1]1([C:7](OCC2C=CC=CC=2)=O)[CH2:6][CH2:5][NH:4][CH2:3][CH2:2]1.[N:17]1([C:24]2[CH:29]=[C:28](Cl)[N:27]=[C:26]([NH:31][C@H:32]3[CH2:36][CH2:35][N:34]([C:37](OC(C)(C)C)=O)[C@@H:33]3[CH2:44][CH2:45]C=O)[N:25]=2)[CH2:23][CH2:22][CH2:21][CH2:20][CH2:19][CH2:18]1. (5) Given the product [Cl:10][B:8]1[CH:17]=[CH:16][C:3]2[C:2](=[CH:7][CH:6]=[CH:5][CH:4]=2)[CH2:1]1, predict the reactants needed to synthesize it. The reactants are: [CH2:1]([B:8]([Cl:10])Cl)[C:2]1[CH:7]=[CH:6][CH:5]=[CH:4][CH:3]=1.C#C.C(=O)=O.[CH3:16][C:17](C)=O.[OH-].[Na+]. (6) Given the product [ClH:49].[Br:32][C:28]1[CH:27]=[C:26]2[C:31](=[CH:30][CH:29]=1)[C:22]([CH2:21][N:18]1[C:19](=[O:20])[C@@H:13]([NH:12][C:11](=[O:47])[C@@H:9]([NH:7][CH3:6])[CH3:10])[CH2:14][N:15]([C:39]([C:41]3[CH:46]=[CH:45][CH:44]=[CH:43][N:42]=3)=[O:40])[C:16]3[CH:38]=[CH:37][CH:36]=[CH:35][C:17]1=3)=[C:23]([O:33][CH3:34])[CH:24]=[CH:25]2, predict the reactants needed to synthesize it. The reactants are: C(O[C:6](=O)[N:7]([C@H:9]([C:11](=[O:47])[NH:12][C@@H:13]1[C:19](=[O:20])[N:18]([CH2:21][C:22]2[C:31]3[C:26](=[CH:27][C:28]([Br:32])=[CH:29][CH:30]=3)[CH:25]=[CH:24][C:23]=2[O:33][CH3:34])[C:17]2[CH:35]=[CH:36][CH:37]=[CH:38][C:16]=2[N:15]([C:39]([C:41]2[CH:46]=[CH:45][CH:44]=[CH:43][N:42]=2)=[O:40])[CH2:14]1)[CH3:10])C)(C)(C)C.[ClH:49]. (7) Given the product [C:13]([C:12]1[CH:15]=[CH:16][C:9]([N:8]([CH2:21][CH3:22])[CH:4]2[CH2:5][CH2:6][CH2:7][CH:2]([N:1]3[C:24]([CH2:25][NH:26][C:27](=[O:33])[O:28][C:29]([CH3:32])([CH3:31])[CH3:30])=[CH:46][N:45]=[CH:44]3)[CH2:3]2)=[CH:10][C:11]=1[C:17]([F:18])([F:19])[F:20])#[N:14], predict the reactants needed to synthesize it. The reactants are: [NH2:1][CH:2]1[CH2:7][CH2:6][CH2:5][CH:4]([N:8]([CH2:21][CH3:22])[C:9]2[CH:16]=[CH:15][C:12]([C:13]#[N:14])=[C:11]([C:17]([F:20])([F:19])[F:18])[CH:10]=2)[CH2:3]1.O=[CH:24][CH2:25][NH:26][C:27](=[O:33])[O:28][C:29]([CH3:32])([CH3:31])[CH3:30].S([CH2:44][N+:45]#[C-:46])(C1C=CC(C)=CC=1)(=O)=O.C([O-])([O-])=O.[K+].[K+]. (8) Given the product [ClH:62].[NH2:1][C:2]1[C:11]2[CH:10]=[C:9]([CH:18]=[CH:17][C:16]([N:15]([CH3:14])[CH2:20][C:21]3[N:22]([CH3:30])[C:23]4[C:28]([CH:29]=3)=[CH:27][CH:26]=[CH:25][CH:24]=4)=[O:19])[CH:8]=[N:7][C:6]=2[NH:5][C:4](=[O:13])[CH:3]=1, predict the reactants needed to synthesize it. The reactants are: [NH2:1][C:2]1[C:11]2[C:6](=[N:7][CH:8]=[C:9](Br)[CH:10]=2)[NH:5][C:4](=[O:13])[CH:3]=1.[CH3:14][N:15]([CH2:20][C:21]1[N:22]([CH3:30])[C:23]2[C:28]([CH:29]=1)=[CH:27][CH:26]=[CH:25][CH:24]=2)[C:16](=[O:19])[CH:17]=[CH2:18].C(N(C(C)C)CC)(C)C.CC1C=CC=CC=1P(C1C=CC=CC=1C)C1C=CC=CC=1C.[ClH:62].